From a dataset of NCI-60 drug combinations with 297,098 pairs across 59 cell lines. Regression. Given two drug SMILES strings and cell line genomic features, predict the synergy score measuring deviation from expected non-interaction effect. (1) Cell line: HS 578T. Drug 1: C1=CN(C(=O)N=C1N)C2C(C(C(O2)CO)O)O.Cl. Synergy scores: CSS=13.8, Synergy_ZIP=-5.21, Synergy_Bliss=-3.96, Synergy_Loewe=-4.81, Synergy_HSA=-2.12. Drug 2: CC12CCC3C(C1CCC2OP(=O)(O)O)CCC4=C3C=CC(=C4)OC(=O)N(CCCl)CCCl.[Na+]. (2) Synergy scores: CSS=8.56, Synergy_ZIP=-0.789, Synergy_Bliss=1.24, Synergy_Loewe=-0.939, Synergy_HSA=1.16. Drug 1: C1=CC=C(C=C1)NC(=O)CCCCCCC(=O)NO. Drug 2: C1CCC(C(C1)N)N.C(=O)(C(=O)[O-])[O-].[Pt+4]. Cell line: SNB-75. (3) Drug 1: CN(C)N=NC1=C(NC=N1)C(=O)N. Drug 2: CN(CC1=CN=C2C(=N1)C(=NC(=N2)N)N)C3=CC=C(C=C3)C(=O)NC(CCC(=O)O)C(=O)O. Cell line: T-47D. Synergy scores: CSS=-0.117, Synergy_ZIP=2.90, Synergy_Bliss=7.03, Synergy_Loewe=-1.74, Synergy_HSA=0.0697. (4) Drug 1: CN(CC1=CN=C2C(=N1)C(=NC(=N2)N)N)C3=CC=C(C=C3)C(=O)NC(CCC(=O)O)C(=O)O. Drug 2: CC1CCC2CC(C(=CC=CC=CC(CC(C(=O)C(C(C(=CC(C(=O)CC(OC(=O)C3CCCCN3C(=O)C(=O)C1(O2)O)C(C)CC4CCC(C(C4)OC)O)C)C)O)OC)C)C)C)OC. Cell line: NCI-H522. Synergy scores: CSS=13.7, Synergy_ZIP=6.38, Synergy_Bliss=13.6, Synergy_Loewe=13.1, Synergy_HSA=13.0. (5) Drug 1: CNC(=O)C1=NC=CC(=C1)OC2=CC=C(C=C2)NC(=O)NC3=CC(=C(C=C3)Cl)C(F)(F)F. Drug 2: CC1=C(C(=O)C2=C(C1=O)N3CC4C(C3(C2COC(=O)N)OC)N4)N. Cell line: NCI-H522. Synergy scores: CSS=42.8, Synergy_ZIP=-1.65, Synergy_Bliss=2.07, Synergy_Loewe=-51.8, Synergy_HSA=-0.173.